This data is from Forward reaction prediction with 1.9M reactions from USPTO patents (1976-2016). The task is: Predict the product of the given reaction. (1) The product is: [CH3:24][C:19]1[CH:18]=[C:17]([NH:16][S:13]([C:12]2[C:2]([C:25]3[CH:30]=[CH:29][CH:28]=[CH:27][CH:26]=3)=[CH:3][C:4]3[NH:9][C:8](=[O:10])[CH2:7][O:6][C:5]=3[CH:11]=2)(=[O:15])=[O:14])[CH:22]=[CH:21][C:20]=1[CH3:23]. Given the reactants Br[C:2]1[C:12]([S:13]([NH:16][C:17]2[CH:22]=[CH:21][C:20]([CH3:23])=[C:19]([CH3:24])[CH:18]=2)(=[O:15])=[O:14])=[CH:11][C:5]2[O:6][CH2:7][C:8](=[O:10])[NH:9][C:4]=2[CH:3]=1.[C:25]1(B(O)O)[CH:30]=[CH:29][CH:28]=[CH:27][CH:26]=1.C(=O)([O-])[O-].[Na+].[Na+], predict the reaction product. (2) Given the reactants [NH2:1][C:2]1[C:3](=[O:17])[NH:4][C:5](=[S:16])[N:6]([C:9]2[CH:14]=[CH:13][C:12]([Cl:15])=[CH:11][CH:10]=2)[C:7]=1[NH2:8].[CH:18](O)=O, predict the reaction product. The product is: [Cl:15][C:12]1[CH:11]=[CH:10][C:9]([N:6]2[C:7]3[N:8]=[CH:18][NH:1][C:2]=3[C:3](=[O:17])[NH:4][C:5]2=[S:16])=[CH:14][CH:13]=1. (3) Given the reactants I[C:2]1[CH:3]=[C:4]([NH:8][C:9](=[O:15])[O:10][C:11]([CH3:14])([CH3:13])[CH3:12])[CH:5]=[N:6][CH:7]=1.[NH2:16][C:17]1[N:22]=[CH:21][C:20]([C:23]#[CH:24])=[CH:19][N:18]=1.CCN(CC)CC, predict the reaction product. The product is: [NH2:16][C:17]1[N:22]=[CH:21][C:20]([C:23]#[C:24][C:2]2[CH:3]=[C:4]([NH:8][C:9](=[O:15])[O:10][C:11]([CH3:14])([CH3:13])[CH3:12])[CH:5]=[N:6][CH:7]=2)=[CH:19][N:18]=1. (4) Given the reactants [Cl-].[NH4+].[Cl:3][C:4]1[C:5]([O:20][C:21]2[CH:22]=[N:23][CH:24]=[CH:25][CH:26]=2)=[C:6]([N+:17]([O-])=O)[CH:7]=[CH:8][C:9]=1[O:10][C:11]1[CH:12]=[N:13][CH:14]=[CH:15][CH:16]=1, predict the reaction product. The product is: [Cl:3][C:4]1[C:5]([O:20][C:21]2[CH:22]=[N:23][CH:24]=[CH:25][CH:26]=2)=[C:6]([CH:7]=[CH:8][C:9]=1[O:10][C:11]1[CH:12]=[N:13][CH:14]=[CH:15][CH:16]=1)[NH2:17]. (5) The product is: [C:15]1([C:23]2[CH:24]=[CH:25][CH:26]=[CH:27][CH:28]=2)[CH:20]=[CH:19][CH:18]=[C:17]([CH2:21][N:12]2[CH2:13][CH2:14][N:9]([C:5]3[CH:6]=[CH:7][CH:8]=[C:3]([Cl:2])[CH:4]=3)[CH2:10][CH2:11]2)[CH:16]=1. Given the reactants Cl.[Cl:2][C:3]1[CH:4]=[C:5]([N:9]2[CH2:14][CH2:13][NH:12][CH2:11][CH2:10]2)[CH:6]=[CH:7][CH:8]=1.[C:15]1([C:23]2[CH:28]=[CH:27][CH:26]=[CH:25][CH:24]=2)[CH:20]=[CH:19][CH:18]=[C:17]([CH:21]=O)[CH:16]=1.[BH-](OC(C)=O)(OC(C)=O)OC(C)=O.[Na+].C1(C2C=CC=CC=2)C=CC=CC=1CN1CCN(C2C=CC=CC=2)CC1, predict the reaction product. (6) Given the reactants C(N1CCC(=O)CC1)C1C=CC=CC=1.[CH3:15][O:16][C:17]1[CH:22]=[CH:21][C:20]([NH2:23])=[CH:19][CH:18]=1.FC1C=CC(N2[C:35]3([CH2:40][CH2:39][NH:38][CH2:37][CH2:36]3)[C:34](=[O:41])[NH:33][CH2:32]2)=CC=1, predict the reaction product. The product is: [CH3:15][O:16][C:17]1[CH:22]=[CH:21][C:20]([N:23]2[C:35]3([CH2:40][CH2:39][NH:38][CH2:37][CH2:36]3)[C:34](=[O:41])[NH:33][CH2:32]2)=[CH:19][CH:18]=1. (7) Given the reactants [C:1]1([N:7]2[C:11]([SH:12])=[N:10][N:9]=[N:8]2)[CH:6]=[CH:5][CH:4]=[CH:3][CH:2]=1.C1(C)C=CC(S(O[CH2:23][C:24]2([CH3:27])[CH2:26][O:25]2)(=O)=O)=CC=1.C(=O)([O-])[O-].[K+].[K+].[I-].[Na+], predict the reaction product. The product is: [CH3:23][C:24]1([CH2:27][S:12][C:11]2[N:7]([C:1]3[CH:2]=[CH:3][CH:4]=[CH:5][CH:6]=3)[N:8]=[N:9][N:10]=2)[CH2:26][O:25]1. (8) Given the reactants [F:1][C:2]1[CH:10]=[C:9]2[C:5]([C:6](I)=[CH:7][N:8]2[S:11]([C:14]2[CH:19]=[CH:18][CH:17]=[CH:16][CH:15]=2)(=[O:13])=[O:12])=[CH:4][CH:3]=1.CC1(C)C(C)(C)OB([C:29]2[CH:30]=[N:31][N:32]([C:34]([O:36][C:37]([CH3:40])([CH3:39])[CH3:38])=[O:35])[CH:33]=2)O1.[O-]P([O-])([O-])=O.[K+].[K+].[K+], predict the reaction product. The product is: [F:1][C:2]1[CH:10]=[C:9]2[C:5]([C:6]([C:29]3[CH:30]=[N:31][N:32]([C:34]([O:36][C:37]([CH3:40])([CH3:39])[CH3:38])=[O:35])[CH:33]=3)=[CH:7][N:8]2[S:11]([C:14]2[CH:19]=[CH:18][CH:17]=[CH:16][CH:15]=2)(=[O:13])=[O:12])=[CH:4][CH:3]=1.